From a dataset of Catalyst prediction with 721,799 reactions and 888 catalyst types from USPTO. Predict which catalyst facilitates the given reaction. (1) Reactant: C([O:8][C:9]1[CH:14]=[CH:13][C:12]([CH2:15][CH2:16][OH:17])=[CH:11][C:10]=1[F:18])C1C=CC=CC=1.[CH3:19][C:20]([Si:23](Cl)([CH3:25])[CH3:24])([CH3:22])[CH3:21].CCN(CC)CC. Product: [C:20]([Si:23]([CH3:25])([CH3:24])[O:17][CH2:16][CH2:15][C:12]1[CH:13]=[CH:14][C:9]([OH:8])=[C:10]([F:18])[CH:11]=1)([CH3:22])([CH3:21])[CH3:19]. The catalyst class is: 2. (2) Reactant: [H-].[Al+3].[Li+].[H-].[H-].[H-].[CH2:7]([O:14][CH2:15][C@H:16]1[CH2:18][C@@H:17]1[C:19](OC)=[O:20])[C:8]1[CH:13]=[CH:12][CH:11]=[CH:10][CH:9]=1.C(OCC)(=O)C.C(C(C(C([O-])=O)O)O)([O-])=O.[Na+].[K+]. Product: [CH2:7]([O:14][CH2:15][C@H:16]1[CH2:18][C@@H:17]1[CH2:19][OH:20])[C:8]1[CH:13]=[CH:12][CH:11]=[CH:10][CH:9]=1. The catalyst class is: 20. (3) Reactant: C(Cl)(=O)C([Cl:4])=O.[CH2:7]([O:9][C:10]([C:12]1[C:17](=[O:18])[N:16]([CH2:19][C:20]2[CH:25]=[CH:24][CH:23]=[C:22]([F:26])[CH:21]=2)[C:15]2[S:27][C:28]([CH3:30])=[CH:29][C:14]=2[C:13]=1O)=[O:11])[CH3:8]. Product: [CH2:7]([O:9][C:10]([C:12]1[C:17](=[O:18])[N:16]([CH2:19][C:20]2[CH:25]=[CH:24][CH:23]=[C:22]([F:26])[CH:21]=2)[C:15]2[S:27][C:28]([CH3:30])=[CH:29][C:14]=2[C:13]=1[Cl:4])=[O:11])[CH3:8]. The catalyst class is: 3.